This data is from Peptide-MHC class I binding affinity with 185,985 pairs from IEDB/IMGT. The task is: Regression. Given a peptide amino acid sequence and an MHC pseudo amino acid sequence, predict their binding affinity value. This is MHC class I binding data. (1) The peptide sequence is HAETESATL. The MHC is HLA-B51:01 with pseudo-sequence HLA-B51:01. The binding affinity (normalized) is 0.0847. (2) The binding affinity (normalized) is 0.430. The peptide sequence is ILRPLGIEY. The MHC is HLA-A26:01 with pseudo-sequence HLA-A26:01. (3) The peptide sequence is ASMGFKVTTR. The MHC is HLA-A31:01 with pseudo-sequence HLA-A31:01. The binding affinity (normalized) is 1.00.